From a dataset of Forward reaction prediction with 1.9M reactions from USPTO patents (1976-2016). Predict the product of the given reaction. (1) Given the reactants Br[C:2]1[CH:7]=[CH:6][CH:5]=[CH:4][C:3]=1[S:8][CH2:9][C:10]([N:12]([CH:22]([CH3:24])[CH3:23])[NH:13][C:14](=[O:21])[C:15]1[CH:20]=[CH:19][CH:18]=[CH:17][CH:16]=1)=[O:11].C([O-])([O-])=O.[Na+].[Na+].[F:31][C:32]1[CH:37]=[CH:36][CH:35]=[CH:34][C:33]=1B(O)O, predict the reaction product. The product is: [F:31][C:32]1[CH:37]=[CH:36][CH:35]=[CH:34][C:33]=1[C:2]1[CH:7]=[CH:6][CH:5]=[CH:4][C:3]=1[S:8][CH2:9][C:10]([N:12]([CH:22]([CH3:24])[CH3:23])[NH:13][C:14](=[O:21])[C:15]1[CH:20]=[CH:19][CH:18]=[CH:17][CH:16]=1)=[O:11]. (2) Given the reactants [CH2:1]1[O:11][C:4]2([CH2:9][CH2:8][C:7](=O)[CH2:6][CH2:5]2)[O:3][CH2:2]1.C(O[BH-](OC(=O)C)OC(=O)C)(=O)C.[Na+].[CH2:26]([NH2:33])[C:27]1[CH:32]=[CH:31][CH:30]=[CH:29][CH:28]=1.[OH-].[Na+], predict the reaction product. The product is: [C:27]1([CH2:26][NH:33][CH:7]2[CH2:8][CH2:9][C:4]3([O:11][CH2:1][CH2:2][O:3]3)[CH2:5][CH2:6]2)[CH:32]=[CH:31][CH:30]=[CH:29][CH:28]=1.